This data is from Peptide-MHC class I binding affinity with 185,985 pairs from IEDB/IMGT. The task is: Regression. Given a peptide amino acid sequence and an MHC pseudo amino acid sequence, predict their binding affinity value. This is MHC class I binding data. (1) The peptide sequence is YPASLHKFF. The MHC is HLA-A02:12 with pseudo-sequence HLA-A02:12. The binding affinity (normalized) is 0.0847. (2) The peptide sequence is ALSALGLLYT. The MHC is HLA-A02:02 with pseudo-sequence HLA-A02:02. The binding affinity (normalized) is 0.581.